From a dataset of Forward reaction prediction with 1.9M reactions from USPTO patents (1976-2016). Predict the product of the given reaction. (1) Given the reactants [CH:1]([C:3]1[CH:4]=[C:5]([C:21]2[CH:26]=[CH:25][CH:24]=[CH:23][CH:22]=2)[N:6]([S:8]([C:11]2[CH:12]=[C:13]([CH:18]=[CH:19][CH:20]=2)[C:14]([O:16][CH3:17])=[O:15])(=[O:10])=[O:9])[CH:7]=1)=O.CO.[CH3:29][NH2:30].[BH4-].[Na+], predict the reaction product. The product is: [CH3:29][NH:30][CH2:1][C:3]1[CH:4]=[C:5]([C:21]2[CH:26]=[CH:25][CH:24]=[CH:23][CH:22]=2)[N:6]([S:8]([C:11]2[CH:12]=[C:13]([CH:18]=[CH:19][CH:20]=2)[C:14]([O:16][CH3:17])=[O:15])(=[O:10])=[O:9])[CH:7]=1. (2) Given the reactants [OH:1][CH:2]1[CH2:7][CH2:6][N:5]([C:8]([O:10][C:11]([CH3:14])([CH3:13])[CH3:12])=[O:9])[CH2:4][C:3]1([CH3:16])[CH3:15].Cl[C:18]1[CH:23]=[C:22]([C:24]([F:27])([F:26])[F:25])[C:21]([Cl:28])=[CH:20][N:19]=1.C(=O)([O-])[O-].[Cs+].[Cs+], predict the reaction product. The product is: [Cl:28][C:21]1[C:22]([C:24]([F:27])([F:25])[F:26])=[CH:23][C:18]([O:1][CH:2]2[CH2:7][CH2:6][N:5]([C:8]([O:10][C:11]([CH3:14])([CH3:13])[CH3:12])=[O:9])[CH2:4][C:3]2([CH3:16])[CH3:15])=[N:19][CH:20]=1. (3) Given the reactants [N:1]([CH2:4][CH2:5][CH2:6][C:7]1([C:25]2[CH:30]=[CH:29][CH:28]=[CH:27][CH:26]=2)[N:11]([C:12](=[O:16])[CH:13]([CH3:15])[CH3:14])[N:10]=[C:9]([C:17]2[CH:22]=[C:21]([F:23])[CH:20]=[CH:19][C:18]=2[F:24])[S:8]1)=[N+]=[N-].CO.Cl, predict the reaction product. The product is: [NH2:1][CH2:4][CH2:5][CH2:6][C:7]1([C:25]2[CH:30]=[CH:29][CH:28]=[CH:27][CH:26]=2)[N:11]([C:12](=[O:16])[CH:13]([CH3:15])[CH3:14])[N:10]=[C:9]([C:17]2[CH:22]=[C:21]([F:23])[CH:20]=[CH:19][C:18]=2[F:24])[S:8]1. (4) Given the reactants [CH3:1][C:2]1[N:7]=[C:6]([CH2:8][C:9]#[N:10])[CH:5]=[CH:4][CH:3]=1.CO.Cl, predict the reaction product. The product is: [CH3:1][C:2]1[N:7]=[C:6]([CH2:8][CH2:9][NH2:10])[CH:5]=[CH:4][CH:3]=1. (5) Given the reactants Cl[C:2]1[N:7]=[CH:6][C:5]2[N:8]=[CH:9][N:10]([CH3:11])[C:4]=2[CH:3]=1.C1(P(C2C=CC=CC=2)C2C3OC4C(=CC=CC=4P(C4C=CC=CC=4)C4C=CC=CC=4)C(C)(C)C=3C=CC=2)C=CC=CC=1.CC(C)([O-])C.[Na+].[CH3:60][O:61][C:62]1[CH:77]=[CH:76][C:65]([CH2:66][O:67][C:68]2[CH:74]=[CH:73][C:71]([NH2:72])=[C:70]([CH3:75])[CH:69]=2)=[CH:64][CH:63]=1, predict the reaction product. The product is: [CH3:60][O:61][C:62]1[CH:63]=[CH:64][C:65]([CH2:66][O:67][C:68]2[CH:74]=[CH:73][C:71]([NH:72][C:2]3[N:7]=[CH:6][C:5]4[N:8]=[CH:9][N:10]([CH3:11])[C:4]=4[CH:3]=3)=[C:70]([CH3:75])[CH:69]=2)=[CH:76][CH:77]=1.